From a dataset of Full USPTO retrosynthesis dataset with 1.9M reactions from patents (1976-2016). Predict the reactants needed to synthesize the given product. (1) Given the product [Br:27][C:24]1[CH:25]=[CH:26][C:21]([S:18]([N:5]([CH2:4][C:3]([OH:29])=[O:2])[CH2:6][CH2:7][O:8][C:9]2[CH:10]=[C:11]3[C:15](=[CH:16][CH:17]=2)[CH2:14][CH2:13][CH2:12]3)(=[O:19])=[O:20])=[C:22]([Cl:28])[CH:23]=1, predict the reactants needed to synthesize it. The reactants are: C[O:2][C:3](=[O:29])[CH2:4][N:5]([S:18]([C:21]1[CH:26]=[CH:25][C:24]([Br:27])=[CH:23][C:22]=1[Cl:28])(=[O:20])=[O:19])[CH2:6][CH2:7][O:8][C:9]1[CH:10]=[C:11]2[C:15](=[CH:16][CH:17]=1)[CH2:14][CH2:13][CH2:12]2.O.[OH-].[Na+].Cl. (2) Given the product [CH3:34][O:33][C:26]1[CH:27]=[CH:28][CH:29]=[C:30]2[C:25]=1[NH:24][C:23]([C:21]([NH:20][C:17]1[CH:18]=[CH:19][C:14]([CH:11]3[CH2:10][CH2:9][N:8]([C:45]([C@H:42]4[CH2:41][CH2:40][C@H:39]([C:37]([OH:38])=[O:36])[CH2:44][CH2:43]4)=[O:46])[CH2:13][CH2:12]3)=[CH:15][CH:16]=1)=[O:22])=[C:31]2[CH3:32], predict the reactants needed to synthesize it. The reactants are: C(OC([N:8]1[CH2:13][CH2:12][CH:11]([C:14]2[CH:19]=[CH:18][C:17]([NH:20][C:21]([C:23]3[NH:24][C:25]4[C:30]([C:31]=3[CH3:32])=[CH:29][CH:28]=[CH:27][C:26]=4[O:33][CH3:34])=[O:22])=[CH:16][CH:15]=2)[CH2:10][CH2:9]1)=O)(C)(C)C.C[O:36][C:37]([C@H:39]1[CH2:44][CH2:43][C@H:42]([C:45](O)=[O:46])[CH2:41][CH2:40]1)=[O:38].O[Li].O. (3) Given the product [CH3:1][O:2][C:3](=[O:31])[C:4]1[CH:9]=[CH:8][C:7]([CH2:10][N:11]2[CH:15]=[C:14]([C:16]3[CH:21]=[CH:20][C:19]([Cl:22])=[CH:18][C:17]=3[Cl:23])[N:13]=[C:12]2[C:24]2[CH:29]=[CH:28][C:27]([C:38]3[CH:37]=[CH:36][CH:35]=[C:34]([C:33]([F:44])([F:43])[F:32])[CH:39]=3)=[CH:26][CH:25]=2)=[CH:6][CH:5]=1, predict the reactants needed to synthesize it. The reactants are: [CH3:1][O:2][C:3](=[O:31])[C:4]1[CH:9]=[CH:8][C:7]([CH2:10][N:11]2[CH:15]=[C:14]([C:16]3[CH:21]=[CH:20][C:19]([Cl:22])=[CH:18][C:17]=3[Cl:23])[N:13]=[C:12]2[C:24]2[CH:29]=[CH:28][C:27](Br)=[CH:26][CH:25]=2)=[CH:6][CH:5]=1.[F:32][C:33]([F:44])([F:43])[C:34]1[CH:35]=[C:36](B(O)O)[CH:37]=[CH:38][CH:39]=1. (4) Given the product [CH2:1]([O:2][C:3](=[O:21])[CH2:4][CH2:5][C:6]1[CH:7]=[C:8]([C:17]([CH3:20])([CH3:19])[CH3:18])[C:9]([OH:16])=[C:10]([C:12]([CH3:14])([CH3:13])[CH3:15])[CH:11]=1)[CH2:38][CH2:37][CH2:36][CH2:35][CH2:34][CH2:33][CH2:32][CH2:31][CH2:30][CH2:29][CH2:28][CH2:27][CH2:26][CH2:25][CH2:24][CH2:23][CH3:22], predict the reactants needed to synthesize it. The reactants are: [CH3:1][O:2][C:3](=[O:21])[CH2:4][CH2:5][C:6]1[CH:11]=[C:10]([C:12]([CH3:15])([CH3:14])[CH3:13])[C:9]([OH:16])=[C:8]([C:17]([CH3:20])([CH3:19])[CH3:18])[CH:7]=1.[CH2:22](O)[CH2:23][CH2:24][CH2:25][CH2:26][CH2:27][CH2:28][CH2:29][CH2:30][CH2:31][CH2:32][CH2:33][CH2:34][CH2:35][CH2:36][CH2:37][CH2:38]C.C([O-])(=O)C.[Li+]. (5) Given the product [OH:31][C@@H:20]([CH2:21][N:22]1[CH2:23][C:24]2[C:29](=[CH:28][CH:27]=[CH:26][CH:25]=2)[CH2:30]1)[CH2:19][NH:18][C:13](=[O:15])[C@H:12]([O:11][C:9]1[CH:8]=[CH:7][CH:6]=[C:5]2[C:10]=1[N:1]=[CH:2][CH:3]=[CH:4]2)[CH3:17], predict the reactants needed to synthesize it. The reactants are: [N:1]1[C:10]2[C:5](=[CH:6][CH:7]=[CH:8][C:9]=2[O:11][C@H:12]([CH3:17])[C:13]([O:15]C)=O)[CH:4]=[CH:3][CH:2]=1.[NH2:18][CH2:19][C@@H:20]([OH:31])[CH2:21][N:22]1[CH2:30][C:29]2[C:24](=[CH:25][CH:26]=[CH:27][CH:28]=2)[CH2:23]1. (6) The reactants are: [F:1][C:2]1[CH:3]=[C:4]([CH:15]=[CH:16][CH:17]=1)[CH2:5][O:6][C:7]1[CH:12]=[CH:11][C:10]([CH2:13][OH:14])=[CH:9][CH:8]=1.[H-].[Na+].Cl[CH2:21][C:22]([NH2:24])=[O:23].O. Given the product [F:1][C:2]1[CH:3]=[C:4]([CH:15]=[CH:16][CH:17]=1)[CH2:5][O:6][C:7]1[CH:12]=[CH:11][C:10]([CH2:13][O:14][CH2:21][C:22]([NH2:24])=[O:23])=[CH:9][CH:8]=1, predict the reactants needed to synthesize it. (7) Given the product [Br:1][C:2]1[CH:7]=[CH:6][N:5]=[C:4]([CH:8]([NH2:9])[CH2:14][CH2:13][CH2:12][O:11][CH3:10])[CH:3]=1, predict the reactants needed to synthesize it. The reactants are: [Br:1][C:2]1[CH:7]=[CH:6][N:5]=[C:4]([C:8]#[N:9])[CH:3]=1.[CH3:10][O:11][CH2:12][CH2:13][CH2:14][Mg]Cl.CO.[BH4-].[Na+]. (8) Given the product [ClH:12].[CH2:1]([O:8][CH2:19][CH2:20][CH:21]1[CH2:29][CH2:28][C:24]2[NH:25][CH:26]=[N:27][C:23]=2[CH2:22]1)[C:2]1[CH:7]=[CH:6][CH:5]=[CH:4][CH:3]=1, predict the reactants needed to synthesize it. The reactants are: [CH2:1]([OH:8])[C:2]1[CH:7]=[CH:6][CH:5]=[CH:4][CH:3]=1.[H-].[Na+].Cl.[Cl:12]C1C=CC(OC[CH2:19][CH2:20][CH:21]2[CH2:29][CH2:28][C:24]3[NH:25][CH:26]=[N:27][C:23]=3[CH2:22]2)=CC=1.O.